This data is from Forward reaction prediction with 1.9M reactions from USPTO patents (1976-2016). The task is: Predict the product of the given reaction. (1) Given the reactants [CH3:1][O:2][C:3]1[CH:8]=[CH:7][C:6]([NH:9][C:10]2[CH:15]=[CH:14][CH:13]=[CH:12][C:11]=2[NH:16][C:17]([C:19]2[NH:20][CH:21]=[CH:22][CH:23]=2)=O)=[CH:5][CH:4]=1, predict the reaction product. The product is: [CH3:1][O:2][C:3]1[CH:8]=[CH:7][C:6]([N:9]2[C:10]3[CH:15]=[CH:14][CH:13]=[CH:12][C:11]=3[N:16]=[C:17]2[C:19]2[NH:20][CH:21]=[CH:22][CH:23]=2)=[CH:5][CH:4]=1. (2) Given the reactants [Cl:1][C:2]1[CH:3]=[CH:4][C:5]([O:15][CH2:16][C:17]2[CH:22]=[CH:21][CH:20]=[C:19]([F:23])[C:18]=2[F:24])=[C:6]([C:8](=O)[CH2:9][CH2:10][C:11](=O)[CH3:12])[CH:7]=1.[NH2:25][C:26]1[CH:27]=[C:28]([CH:32]=[CH:33][C:34]=1[F:35])[C:29]([OH:31])=[O:30].CC1C=CC(S(O)(=O)=O)=CC=1, predict the reaction product. The product is: [Cl:1][C:2]1[CH:3]=[CH:4][C:5]([O:15][CH2:16][C:17]2[CH:22]=[CH:21][CH:20]=[C:19]([F:23])[C:18]=2[F:24])=[C:6]([C:8]2[N:25]([C:26]3[CH:27]=[C:28]([CH:32]=[CH:33][C:34]=3[F:35])[C:29]([OH:31])=[O:30])[C:11]([CH3:12])=[CH:10][CH:9]=2)[CH:7]=1. (3) Given the reactants [C:1]([NH:8][CH2:9][CH2:10][C:11]1[C:19]2[C:14](=[CH:15][N:16]=[CH:17][CH:18]=2)[NH:13][CH:12]=1)([O:3][C:4]([CH3:7])([CH3:6])[CH3:5])=[O:2].[CH3:20][O:21][C:22]1[CH:23]=[C:24]([S:28](Cl)(=[O:30])=[O:29])[CH:25]=[CH:26][CH:27]=1.CC(C)([O-])C.[K+].C([O-])(O)=O.[Na+], predict the reaction product. The product is: [CH3:20][O:21][C:22]1[CH:23]=[C:24]([S:28]([N:13]2[C:14]3=[CH:15][N:16]=[CH:17][CH:18]=[C:19]3[C:11]([CH2:10][CH2:9][NH:8][C:1](=[O:2])[O:3][C:4]([CH3:6])([CH3:7])[CH3:5])=[CH:12]2)(=[O:30])=[O:29])[CH:25]=[CH:26][CH:27]=1. (4) Given the reactants [Br:1][C:2]1[CH:7]=[CH:6][CH:5]=[CH:4][C:3]=1[OH:8].C(=O)([O-])[O-].[Cs+].[Cs+].Cl[CH2:16][CH2:17][O:18][CH3:19], predict the reaction product. The product is: [Br:1][C:2]1[CH:7]=[CH:6][CH:5]=[CH:4][C:3]=1[O:8][CH2:16][CH2:17][O:18][CH3:19]. (5) Given the reactants C[Li].CON(C)[C:6]([C:8]1[CH:13]=[CH:12][C:11]([O:14][CH2:15][C:16]2[CH:21]=[CH:20][CH:19]=[CH:18][CH:17]=2)=[CH:10][N:9]=1)=[O:7].O.[C:24](OCC)(=O)C, predict the reaction product. The product is: [CH2:15]([O:14][C:11]1[CH:12]=[CH:13][C:8]([C:6](=[O:7])[CH3:24])=[N:9][CH:10]=1)[C:16]1[CH:17]=[CH:18][CH:19]=[CH:20][CH:21]=1. (6) Given the reactants [C:1]1([CH3:22])[CH:6]=[CH:5][C:4]([N:7]2[CH2:13][C:12]3[CH:14]=[CH:15][C:16]([C:18](OC)=[O:19])=[CH:17][C:11]=3[O:10][CH2:9][CH2:8]2)=[CH:3][CH:2]=1.[NH2:23][OH:24].[OH-].[Na+], predict the reaction product. The product is: [OH:24][NH:23][C:18]([C:16]1[CH:15]=[CH:14][C:12]2[CH2:13][N:7]([C:4]3[CH:5]=[CH:6][C:1]([CH3:22])=[CH:2][CH:3]=3)[CH2:8][CH2:9][O:10][C:11]=2[CH:17]=1)=[O:19]. (7) Given the reactants Br[C:2]1[CH:30]=[CH:29][C:5]([CH2:6][O:7][C@H:8]([C@@H:12]2[CH2:14][C@@H:13]2[CH:15]2[CH2:20][CH2:19][N:18]([C:21]3[N:26]=[CH:25][C:24]([CH2:27][CH3:28])=[CH:23][N:22]=3)[CH2:17][CH2:16]2)[CH2:9][O:10][CH3:11])=[CH:4][CH:3]=1.[Li]CCCC.[CH3:36][S:37]SC, predict the reaction product. The product is: [CH2:27]([C:24]1[CH:23]=[N:22][C:21]([N:18]2[CH2:19][CH2:20][CH:15]([C@H:13]3[CH2:14][C@H:12]3[C@@H:8]([O:7][CH2:6][C:5]3[CH:29]=[CH:30][C:2]([S:37][CH3:36])=[CH:3][CH:4]=3)[CH2:9][O:10][CH3:11])[CH2:16][CH2:17]2)=[N:26][CH:25]=1)[CH3:28]. (8) Given the reactants [Cl:1][C:2]1[CH:3]=[C:4]([C:9]([C:12]2[N:16]([C:17]3[CH:22]=[CH:21][C:20]([F:23])=[C:19]([O:24][CH3:25])[CH:18]=3)[C:15]([S:26][CH2:27][C:28]3[C:40]([F:41])=[CH:39][C:31]([C:32]([O:34]C(C)(C)C)=[O:33])=[CH:30][C:29]=3[F:42])=[N:14][CH:13]=2)([CH3:11])[CH3:10])[CH:5]=[CH:6][C:7]=1[Cl:8].C(O)(C(F)(F)F)=O, predict the reaction product. The product is: [Cl:1][C:2]1[CH:3]=[C:4]([C:9]([C:12]2[N:16]([C:17]3[CH:22]=[CH:21][C:20]([F:23])=[C:19]([O:24][CH3:25])[CH:18]=3)[C:15]([S:26][CH2:27][C:28]3[C:29]([F:42])=[CH:30][C:31]([C:32]([OH:34])=[O:33])=[CH:39][C:40]=3[F:41])=[N:14][CH:13]=2)([CH3:11])[CH3:10])[CH:5]=[CH:6][C:7]=1[Cl:8]. (9) Given the reactants FC(F)(F)C(O)=O.C(OC(N(CC1C=CC(OC)=C(Cl)C=1)C1NC2C=C([O:25][S:26]([C:29]3[CH:34]=[CH:33][C:32]([F:35])=[CH:31][CH:30]=3)(=[O:28])=[O:27])C=CC=2N=1)=O)(C)(C)C.C(=O)(O)[O-].[Na+].O, predict the reaction product. The product is: [F:35][C:32]1[CH:31]=[CH:30][C:29]([S:26]([OH:28])(=[O:25])=[O:27])=[CH:34][CH:33]=1.